Dataset: PAMPA (Parallel Artificial Membrane Permeability Assay) permeability data from NCATS. Task: Regression/Classification. Given a drug SMILES string, predict its absorption, distribution, metabolism, or excretion properties. Task type varies by dataset: regression for continuous measurements (e.g., permeability, clearance, half-life) or binary classification for categorical outcomes (e.g., BBB penetration, CYP inhibition). Dataset: pampa_ncats. (1) The molecule is CC[C@@]1(C2=C(COC1=O)C(=O)N3CC4=CC5=CC=CC=C5N=C4C3=C2)O. The result is 1 (high permeability). (2) The molecule is C1CNCC1NC2=CC=CC(=N2)C3=CN=C4N3C=C(C=C4)Cl. The result is 1 (high permeability).